From a dataset of Reaction yield outcomes from USPTO patents with 853,638 reactions. Predict the reaction yield, written as a fraction of the theoretical maximum amount of product (1.0 means a 100% yield; for example, 0.34 means a 34% yield). (1) The reactants are Cl.NC[C:4]1[CH:5]=[C:6]2[C:11](=[CH:12][CH:13]=1)[N:10]=[C:9]([CH3:14])[N:8]([CH:15]1[CH2:20][CH2:19][C:18](=[O:21])[NH:17][C:16]1=[O:22])[C:7]2=[O:23].[Cl:24][C:25]1[CH:26]=[C:27]([CH:31]=[CH:32][C:33]=1[Cl:34])[C:28](Cl)=[O:29].[CH:35]([N:38](CC)C(C)C)(C)C. The catalyst is C(#N)C. The product is [Cl:24][C:25]1[CH:26]=[C:27]([CH:31]=[CH:32][C:33]=1[Cl:34])[C:28]([NH:38][CH2:35][C:5]1[CH:4]=[CH:13][CH:12]=[C:11]2[C:6]=1[C:7](=[O:23])[N:8]([CH:15]1[CH2:20][CH2:19][C:18](=[O:21])[NH:17][C:16]1=[O:22])[C:9]([CH3:14])=[N:10]2)=[O:29]. The yield is 0.460. (2) The reactants are BrC1C=CC(C([O:8][C@@H:9]2[C:13]3[N:14]=[CH:15][N:16]=[C:17]([N:18]4[CH2:23][CH2:22][N:21]([C:24]([O:26][C:27]([CH3:30])([CH3:29])[CH3:28])=[O:25])[CH2:20][CH2:19]4)[C:12]=3[C@H:11]([CH3:31])[CH2:10]2)=O)=CC=1.O.O.[OH-].[Li+]. The catalyst is C1COCC1. The product is [OH:8][C@@H:9]1[C:13]2[N:14]=[CH:15][N:16]=[C:17]([N:18]3[CH2:23][CH2:22][N:21]([C:24]([O:26][C:27]([CH3:30])([CH3:29])[CH3:28])=[O:25])[CH2:20][CH2:19]3)[C:12]=2[C@H:11]([CH3:31])[CH2:10]1. The yield is 1.00. (3) The reactants are [CH3:1][CH:2]([CH3:5])[CH2:3][OH:4].[H-].[Na+].F[C:9]1[N:14]=[C:13]([O:15][CH3:16])[C:12]([C:17]2[C:26]3[C:21](=[CH:22][C:23]([S:27]([NH:30][C:31]4[CH:36]=[CH:35][N:34]=[CH:33][N:32]=4)(=[O:29])=[O:28])=[CH:24][CH:25]=3)[CH:20]=[CH:19][N:18]=2)=[CH:11][CH:10]=1. The catalyst is CN(C=O)C. The product is [CH2:3]([O:4][C:9]1[N:14]=[C:13]([O:15][CH3:16])[C:12]([C:17]2[C:26]3[C:21](=[CH:22][C:23]([S:27]([NH:30][C:31]4[CH:36]=[CH:35][N:34]=[CH:33][N:32]=4)(=[O:29])=[O:28])=[CH:24][CH:25]=3)[CH:20]=[CH:19][N:18]=2)=[CH:11][CH:10]=1)[CH:2]([CH3:5])[CH3:1]. The yield is 0.410.